This data is from Forward reaction prediction with 1.9M reactions from USPTO patents (1976-2016). The task is: Predict the product of the given reaction. (1) Given the reactants [CH3:1][O:2][C:3](=[O:12])[C:4]1[CH:9]=[C:8]([Cl:10])[C:7](Cl)=[N:6][CH:5]=1.[CH:13]([NH2:16])([CH3:15])[CH3:14], predict the reaction product. The product is: [Cl:10][C:8]1[C:7]([NH:16][CH:13]([CH3:15])[CH3:14])=[N:6][CH:5]=[C:4]([CH:9]=1)[C:3]([O:2][CH3:1])=[O:12]. (2) Given the reactants [Cl:1][C:2]1[CH:3]=[CH:4][C:5]([F:21])=[C:6]([C:8]2[CH:17]=[C:16](B(O)O)[C:15]3[C:10](=[N:11][CH:12]=[CH:13][CH:14]=3)[N:9]=2)[CH:7]=1.[Cl:22][C:23]1[CH:28]=[N:27][CH:26]=[C:25](Cl)[N:24]=1.C(=O)(O)[O-].[Na+], predict the reaction product. The product is: [Cl:1][C:2]1[CH:3]=[CH:4][C:5]([F:21])=[C:6]([C:8]2[CH:17]=[C:16]([C:25]3[CH:26]=[N:27][CH:28]=[C:23]([Cl:22])[N:24]=3)[C:15]3[C:10](=[N:11][CH:12]=[CH:13][CH:14]=3)[N:9]=2)[CH:7]=1. (3) Given the reactants Br[C:2]1[C:29]([Cl:30])=[CH:28][C:5]([O:6][C:7]2[CH:12]=[CH:11][N:10]=[CH:9][C:8]=2[C:13]([N:15]2[C:24]3[C:19](=[CH:20][CH:21]=[CH:22][CH:23]=3)[N:18]([CH:25]3[CH2:27][CH2:26]3)[CH2:17][CH2:16]2)=[O:14])=[C:4]([Cl:31])[CH:3]=1.[NH:32]1CCC[C@H:33]1C(O)=O.[Cu]C#N.O, predict the reaction product. The product is: [Cl:30][C:29]1[CH:28]=[C:5]([O:6][C:7]2[CH:12]=[CH:11][N:10]=[CH:9][C:8]=2[C:13]([N:15]2[C:24]3[C:19](=[CH:20][CH:21]=[CH:22][CH:23]=3)[N:18]([CH:25]3[CH2:27][CH2:26]3)[CH2:17][CH2:16]2)=[O:14])[C:4]([Cl:31])=[CH:3][C:2]=1[C:33]#[N:32]. (4) The product is: [CH3:36][O:37][C:38]1[CH:39]=[C:40]([CH:69]=[CH:70][CH:71]=1)[C:41]([N:24]1[CH2:25][CH2:26][CH:21]([NH:20][S:17]([C:3]2[CH:4]=[C:5]([S:8]([C:11]3[CH:16]=[CH:15][CH:14]=[CH:13][CH:12]=3)(=[O:10])=[O:9])[CH:6]=[CH:7][C:2]=2[CH3:1])(=[O:18])=[O:19])[CH2:22][CH2:23]1)=[O:42]. Given the reactants [CH3:1][C:2]1[CH:7]=[CH:6][C:5]([S:8]([C:11]2[CH:16]=[CH:15][CH:14]=[CH:13][CH:12]=2)(=[O:10])=[O:9])=[CH:4][C:3]=1[S:17]([NH:20][CH:21]1[CH2:26][CH2:25][NH:24][CH2:23][CH2:22]1)(=[O:19])=[O:18].C1(OC)C=CC=C(Cl)C=1.[CH3:36][O:37][C:38]1[CH:39]=[C:40]([CH:69]=[CH:70][CH:71]=1)[C:41](N1CCC(C2C(C)=C(S(N)(=O)=O)C=C(S(C3C=CC=CC=3)(=O)=O)C=2)CC1)=[O:42], predict the reaction product. (5) Given the reactants [C:1]1(B(O)O)[CH:6]=[CH:5][CH:4]=[CH:3][CH:2]=1.C(=O)([O-])[O-].[Cs+].[Cs+].[CH3:16][O:17][C:18]1[CH:23]=[CH:22][C:21]([CH:24]([NH:33][CH2:34][CH2:35][NH:36][S:37]([C:40]2[C:41]3[CH:42]=[CH:43][N:44]=[CH:45][C:46]=3[CH:47]=[C:48](Br)[CH:49]=2)(=[O:39])=[O:38])[C:25]2[CH:30]=[CH:29][C:28]([O:31][CH3:32])=[CH:27][CH:26]=2)=[CH:20][CH:19]=1, predict the reaction product. The product is: [CH3:16][O:17][C:18]1[CH:23]=[CH:22][C:21]([CH:24]([NH:33][CH2:34][CH2:35][NH:36][S:37]([C:40]2[C:41]3[CH:42]=[CH:43][N:44]=[CH:45][C:46]=3[CH:47]=[C:48]([C:1]3[CH:6]=[CH:5][CH:4]=[CH:3][CH:2]=3)[CH:49]=2)(=[O:39])=[O:38])[C:25]2[CH:30]=[CH:29][C:28]([O:31][CH3:32])=[CH:27][CH:26]=2)=[CH:20][CH:19]=1.